Dataset: Full USPTO retrosynthesis dataset with 1.9M reactions from patents (1976-2016). Task: Predict the reactants needed to synthesize the given product. (1) Given the product [Cl:13][C:4]1[CH:3]=[C:2]([NH:17][CH:14]([CH3:16])[CH3:15])[C:7]([C:8]([O:10][CH2:11][CH3:12])=[O:9])=[CH:6][N:5]=1, predict the reactants needed to synthesize it. The reactants are: Cl[C:2]1[C:7]([C:8]([O:10][CH2:11][CH3:12])=[O:9])=[CH:6][N:5]=[C:4]([Cl:13])[CH:3]=1.[CH:14]([NH2:17])([CH3:16])[CH3:15].O. (2) Given the product [CH:26]1[C:35]2[C:30](=[CH:31][CH:32]=[CH:33][CH:34]=2)[C:29]([N:36]2[C:5]([C:7]3[C:12](=[O:13])[CH:11]=[CH:10][N:9]([C:14]4[CH:15]=[CH:16][C:17]([O:20][C:21]([F:22])([F:24])[F:23])=[CH:18][CH:19]=4)[N:8]=3)=[CH:4][CH:3]=[N:37]2)=[CH:28][N:27]=1, predict the reactants needed to synthesize it. The reactants are: CN(C)/[CH:3]=[CH:4]/[C:5]([C:7]1[C:12](=[O:13])[CH:11]=[CH:10][N:9]([C:14]2[CH:19]=[CH:18][C:17]([O:20][C:21]([F:24])([F:23])[F:22])=[CH:16][CH:15]=2)[N:8]=1)=O.[CH:26]1[C:35]2[C:30](=[CH:31][CH:32]=[CH:33][CH:34]=2)[C:29]([NH:36][NH2:37])=[CH:28][N:27]=1. (3) Given the product [C:1]([C:11]1[CH:18]=[CH:17][C:14]([CH2:15][NH:32][C:20]([CH3:21])([C:22]2[CH:27]=[CH:26][C:25]([C:28]([F:29])([F:30])[F:31])=[CH:24][CH:23]=2)[CH3:19])=[CH:13][CH:12]=1)#[C:2][CH2:3][CH2:4][CH2:5][CH2:6][CH2:7][CH2:8][CH2:9][CH3:10], predict the reactants needed to synthesize it. The reactants are: [C:1]([C:11]1[CH:18]=[CH:17][C:14]([CH:15]=O)=[CH:13][CH:12]=1)#[C:2][CH2:3][CH2:4][CH2:5][CH2:6][CH2:7][CH2:8][CH2:9][CH3:10].[CH3:19][C:20]([NH2:32])([C:22]1[CH:27]=[CH:26][C:25]([C:28]([F:31])([F:30])[F:29])=[CH:24][CH:23]=1)[CH3:21]. (4) Given the product [Cl:9][C:10]1[CH:16]=[C:15]([F:17])[CH:14]=[CH:13][C:11]=1[NH:12][C:2]1[CH:7]=[CH:6][C:5]([F:8])=[CH:4][CH:3]=1, predict the reactants needed to synthesize it. The reactants are: Br[C:2]1[CH:7]=[CH:6][C:5]([F:8])=[CH:4][CH:3]=1.[Cl:9][C:10]1[CH:16]=[C:15]([F:17])[CH:14]=[CH:13][C:11]=1[NH2:12].CC(C)([O-])C.[K+].Cl.C(=O)([O-])[O-].[Na+].[Na+].